Dataset: Forward reaction prediction with 1.9M reactions from USPTO patents (1976-2016). Task: Predict the product of the given reaction. Given the reactants [Br:1][C:2]1[CH:7]=[CH:6][C:5]([CH:8]([CH2:20][CH:21]=[CH2:22])[CH2:9][C:10]([C:12]2[CH:13]=[N:14][C:15]([O:18]C)=[CH:16][CH:17]=2)=[O:11])=[CH:4][CH:3]=1.Cl, predict the reaction product. The product is: [Br:1][C:2]1[CH:3]=[CH:4][C:5]([CH:8]([CH2:20][CH:21]=[CH2:22])[CH2:9][C:10]([C:12]2[CH:17]=[CH:16][C:15](=[O:18])[NH:14][CH:13]=2)=[O:11])=[CH:6][CH:7]=1.